The task is: Predict the product of the given reaction.. This data is from Forward reaction prediction with 1.9M reactions from USPTO patents (1976-2016). (1) Given the reactants Cl[CH2:2][CH2:3][CH2:4]/[C:5](=[N:13]\[S@:14]([C:16]([CH3:19])([CH3:18])[CH3:17])=[O:15])/[C:6]1[CH:11]=[CH:10][C:9]([CH3:12])=[CH:8][CH:7]=1.CC(C[AlH]CC(C)C)C.[Li+].C[Si]([N-][Si](C)(C)C)(C)C, predict the reaction product. The product is: [CH3:17][C:16]([S@@:14]([N:13]1[CH2:2][CH2:3][CH2:4][C@H:5]1[C:6]1[CH:11]=[CH:10][C:9]([CH3:12])=[CH:8][CH:7]=1)=[O:15])([CH3:19])[CH3:18]. (2) Given the reactants [Cl:1][C:2]1[C:3]2[CH:10]=[CH:9][N:8]([C@@H:11]3[O:16][C@H:15]([CH2:17]O)[C@@H:13]([OH:14])[C@@H:12]3[F:19])[C:4]=2[N:5]=[CH:6][N:7]=1.[I:20]I.C1C=CC(P(C2C=CC=CC=2)C2C=CC=CC=2)=CC=1, predict the reaction product. The product is: [Cl:1][C:2]1[C:3]2[CH:10]=[CH:9][N:8]([C@@H:11]3[O:16][C@H:15]([CH2:17][I:20])[C@@H:13]([OH:14])[C@@H:12]3[F:19])[C:4]=2[N:5]=[CH:6][N:7]=1. (3) Given the reactants [H-].[Na+].[Cl:3][C:4]1[N:5]=[CH:6][C:7]2[NH:13][C:12](=[O:14])[C:11]3([CH2:16][CH2:15]3)[CH2:10][N:9]([C@@H:17]3[CH2:21][CH2:20][C:19]([F:23])([F:22])[CH2:18]3)[C:8]=2[N:24]=1.[CH3:25]I, predict the reaction product. The product is: [Cl:3][C:4]1[N:5]=[CH:6][C:7]2[N:13]([CH3:25])[C:12](=[O:14])[C:11]3([CH2:16][CH2:15]3)[CH2:10][N:9]([C@@H:17]3[CH2:21][CH2:20][C:19]([F:23])([F:22])[CH2:18]3)[C:8]=2[N:24]=1. (4) The product is: [O:1]([N:2]1[C:7]([CH3:9])([CH3:8])[CH2:6][CH:5]([O:10][C:11](=[O:18])[C:12]2[CH:17]=[CH:16][CH:15]=[CH:14][CH:13]=2)[CH2:4][C:3]1([CH3:20])[CH3:19])[C:29]1[CH:34]=[CH:33][CH:32]=[CH:31][CH:30]=1. Given the reactants [OH:1][N:2]1[C:7]([CH3:9])([CH3:8])[CH2:6][CH:5]([O:10][C:11](=[O:18])[C:12]2[CH:17]=[CH:16][CH:15]=[CH:14][CH:13]=2)[CH2:4][C:3]1([CH3:20])[CH3:19].N(OC(C)(C)C)=O.N[C:29]1[CH:34]=[CH:33][CH:32]=[CH:31][CH:30]=1, predict the reaction product. (5) Given the reactants Cl.[NH2:2][CH2:3][C:4]1([C:17](=[O:26])[NH:18][C:19]2[CH:24]=[CH:23][C:22]([Cl:25])=[CH:21][N:20]=2)[CH2:9][CH2:8][N:7]([C:10](OC(C)(C)C)=O)[CH2:6][CH2:5]1.ClC1[C:29]2[CH:36]=[CH:35][NH:34][C:30]=2[N:31]=[CH:32][N:33]=1.C(N(C(C)C)C(C)C)C, predict the reaction product. The product is: [NH2:2][CH2:3][C:4]1([C:17]([NH:18][C:19]2[CH:24]=[CH:23][C:22]([Cl:25])=[CH:21][N:20]=2)=[O:26])[CH2:5][CH2:6][N:7]([C:10]2[C:29]3[CH:36]=[CH:35][NH:34][C:30]=3[N:31]=[CH:32][N:33]=2)[CH2:8][CH2:9]1. (6) Given the reactants [CH2:1]([NH:8][CH2:9][CH3:10])[C:2]1[CH:7]=[CH:6][CH:5]=[CH:4][CH:3]=1.[I:11][C:12]1[N:13]=[N:14][C:15](I)=[CH:16][CH:17]=1, predict the reaction product. The product is: [CH2:1]([N:8]([CH2:9][CH3:10])[C:15]1[N:14]=[N:13][C:12]([I:11])=[CH:17][CH:16]=1)[C:2]1[CH:7]=[CH:6][CH:5]=[CH:4][CH:3]=1.